From a dataset of Catalyst prediction with 721,799 reactions and 888 catalyst types from USPTO. Predict which catalyst facilitates the given reaction. Reactant: Cl.[O:2]1[CH2:7][CH2:6][NH:5][CH:4]2[CH2:8][CH2:9][CH2:10][CH:3]12.Cl[C:12]([O:14][CH2:15][C:16]1[CH:21]=[CH:20][CH:19]=[CH:18][CH:17]=1)=[O:13].C(N(CC)CC)C. Product: [O:2]1[CH2:7][CH2:6][N:5]([C:12]([O:14][CH2:15][C:16]2[CH:21]=[CH:20][CH:19]=[CH:18][CH:17]=2)=[O:13])[CH:4]2[CH2:8][CH2:9][CH2:10][CH:3]12. The catalyst class is: 4.